This data is from Catalyst prediction with 721,799 reactions and 888 catalyst types from USPTO. The task is: Predict which catalyst facilitates the given reaction. (1) Reactant: [CH3:1][N:2]([CH2:10][C:11]1[NH:15][N:14]=[C:13]([C:16]2[CH:21]=[CH:20][N:19]=[CH:18][CH:17]=2)[N:12]=1)C(=O)OC(C)(C)C.[ClH:22]. Product: [ClH:22].[CH3:1][NH:2][CH2:10][C:11]1[NH:15][N:14]=[C:13]([C:16]2[CH:21]=[CH:20][N:19]=[CH:18][CH:17]=2)[N:12]=1. The catalyst class is: 12. (2) Reactant: [NH2:1][C:2]1[C:3]([C:7]#[N:8])=[N:4][O:5][N:6]=1.[CH2:9]([NH2:13])[CH:10]([CH3:12])[CH3:11].[Al+3].[Cl-].[Cl-].[Cl-]. Product: [NH2:1][C:2]1[C:3]([C:7]([NH:13][CH2:9][CH:10]([CH3:12])[CH3:11])=[NH:8])=[N:4][O:5][N:6]=1. The catalyst class is: 68.